This data is from Reaction yield outcomes from USPTO patents with 853,638 reactions. The task is: Predict the reaction yield, written as a fraction of the theoretical maximum amount of product (1.0 means a 100% yield; for example, 0.34 means a 34% yield). (1) The reactants are I[C:2]1[CH:8]=[C:7]([N+:9]([O-:11])=[O:10])[CH:6]=[CH:5][C:3]=1[NH2:4].[C:12]([C:14]1[CH:19]=[CH:18][CH:17]=[CH:16][N:15]=1)#[CH:13]. The catalyst is CN(C=O)C.CCN(CC)CC.O.Cl[Pd](Cl)([P](C1C=CC=CC=1)(C1C=CC=CC=1)C1C=CC=CC=1)[P](C1C=CC=CC=1)(C1C=CC=CC=1)C1C=CC=CC=1.[Cu]I. The product is [N+:9]([C:7]1[CH:6]=[CH:5][C:3]([NH2:4])=[C:2]([C:13]#[C:12][C:14]2[CH:19]=[CH:18][CH:17]=[CH:16][N:15]=2)[CH:8]=1)([O-:11])=[O:10]. The yield is 0.600. (2) The reactants are ClC1C=C(C=CC=1OC)CN[C:7]1C2CN(C)CCC=2[N:10]=[C:9]2[CH:18]=[CH:19][C:20]([C:22]#[N:23])=[CH:21][C:8]=12.[CH2:29]([N:31]1[CH2:36][CH2:35][C:34](=O)[CH2:33][CH2:32]1)[CH3:30].O=P(Cl)(Cl)[Cl:40]. No catalyst specified. The product is [Cl:40][C:7]1[C:35]2[CH2:36][N:31]([CH2:29][CH3:30])[CH2:32][CH2:33][C:34]=2[N:10]=[C:9]2[CH:18]=[CH:19][C:20]([C:22]#[N:23])=[CH:21][C:8]=12. The yield is 0.260. (3) The reactants are [CH2:1]([O:3][C:4]1[CH:5]=[C:6]([CH:14]2[C:19]([C:20]3[CH:25]=[CH:24][CH:23]=[CH:22][CH:21]=3)=[C:18]([C:26]3[CH:31]=[CH:30][CH:29]=[CH:28][CH:27]=3)[NH:17][C:16](=[O:32])[NH:15]2)[CH:7]=[C:8]([N+:11]([O-])=O)[C:9]=1[OH:10])[CH3:2].[NH4+].[Cl-].C1COCC1.O. The catalyst is CO.[Fe]. The product is [NH2:11][C:8]1[CH:7]=[C:6]([CH:14]2[C:19]([C:20]3[CH:25]=[CH:24][CH:23]=[CH:22][CH:21]=3)=[C:18]([C:26]3[CH:31]=[CH:30][CH:29]=[CH:28][CH:27]=3)[NH:17][C:16](=[O:32])[NH:15]2)[CH:5]=[C:4]([O:3][CH2:1][CH3:2])[C:9]=1[OH:10]. The yield is 0.963. (4) The product is [Cl:25][C:18]1[C:17]2[C:12](=[CH:13][CH:14]=[C:15]([I:20])[CH:16]=2)[N:11]=[CH:10][C:9]=1[C:7]([NH:6][CH2:5][CH2:4][N:3]([CH2:21][CH3:22])[CH2:1][CH3:2])=[O:8]. No catalyst specified. The yield is 0.760. The reactants are [CH2:1]([N:3]([CH2:21][CH3:22])[CH2:4][CH2:5][NH:6][C:7]([C:9]1[C:18](=O)[C:17]2[C:12](=[CH:13][CH:14]=[C:15]([I:20])[CH:16]=2)[NH:11][CH:10]=1)=[O:8])[CH3:2].P(Cl)(Cl)([Cl:25])=O. (5) The reactants are [CH3:1][S:2]([C:5]1[CH:10]=[CH:9][C:8]([C:11]2[N:16]=[CH:15][C:14]([O:17][CH:18]([CH:20]3[CH2:25][CH2:24][N:23](C(OCC4C=CC=CC=4)=O)[CH2:22][CH2:21]3)[CH3:19])=[CH:13][CH:12]=2)=[CH:7][CH:6]=1)(=[O:4])=[O:3]. The catalyst is CO.C1COCC1.[Pd]. The product is [CH3:1][S:2]([C:5]1[CH:10]=[CH:9][C:8]([C:11]2[CH:12]=[CH:13][C:14]([O:17][CH:18]([CH:20]3[CH2:25][CH2:24][NH:23][CH2:22][CH2:21]3)[CH3:19])=[CH:15][N:16]=2)=[CH:7][CH:6]=1)(=[O:3])=[O:4]. The yield is 1.00.